Dataset: Forward reaction prediction with 1.9M reactions from USPTO patents (1976-2016). Task: Predict the product of the given reaction. Given the reactants Br[C:2]1[CH:7]=[CH:6][C:5]([O:8][CH3:9])=[CH:4][C:3]=1[CH3:10], predict the reaction product. The product is: [CH:2]1([C:2]2[CH:7]=[CH:6][C:5]([O:8][CH3:9])=[CH:4][C:3]=2[CH3:10])[CH2:7][CH2:6][CH2:5][CH2:4][CH2:3]1.